Dataset: Catalyst prediction with 721,799 reactions and 888 catalyst types from USPTO. Task: Predict which catalyst facilitates the given reaction. Reactant: [NH2:1][C:2]1[N:7]=[C:6]([C:8]([F:11])([F:10])[F:9])[C:5]([C:12]2[CH:17]=[C:16]([N:18]3[C@@H:22]4[CH2:23][CH2:24][C@@H:25]([O:26][Si](C(C)(C)C)(C)C)[C@@H:21]4[O:20][C:19]3=[O:34])[N:15]=[C:14]([N:35]3[CH2:40][CH2:39][O:38][CH2:37][CH2:36]3)[N:13]=2)=[CH:4][N:3]=1.CCCC[N+](CCCC)(CCCC)CCCC.[F-]. Product: [NH2:1][C:2]1[N:7]=[C:6]([C:8]([F:11])([F:10])[F:9])[C:5]([C:12]2[CH:17]=[C:16]([N:18]3[C@@H:22]4[CH2:23][CH2:24][C@@H:25]([OH:26])[C@@H:21]4[O:20][C:19]3=[O:34])[N:15]=[C:14]([N:35]3[CH2:40][CH2:39][O:38][CH2:37][CH2:36]3)[N:13]=2)=[CH:4][N:3]=1. The catalyst class is: 1.